Dataset: Full USPTO retrosynthesis dataset with 1.9M reactions from patents (1976-2016). Task: Predict the reactants needed to synthesize the given product. (1) The reactants are: C(S)C.[Li].[C:5]([C:7]1[CH:8]=[C:9]([C:18]2[S:19][C:20]3[C:26]([O:27]C)=[CH:25][CH:24]=[CH:23][C:21]=3[N:22]=2)[CH:10]=[CH:11][C:12]=1[O:13][CH2:14][CH:15]([CH3:17])[CH3:16])#[N:6].Cl. Given the product [C:5]([C:7]1[CH:8]=[C:9]([C:18]2[S:19][C:20]3[C:26]([OH:27])=[CH:25][CH:24]=[CH:23][C:21]=3[N:22]=2)[CH:10]=[CH:11][C:12]=1[O:13][CH2:14][CH:15]([CH3:17])[CH3:16])#[N:6], predict the reactants needed to synthesize it. (2) Given the product [CH3:15][O:14][C:11]1[CH:12]=[C:13]2[C:8](=[CH:9][CH:10]=1)[NH:7][C:6]([C:16]([NH:18][CH3:19])=[O:17])=[C:5]2[CH2:4][CH2:3][NH:2][C:25](=[O:26])[NH:27][CH3:28], predict the reactants needed to synthesize it. The reactants are: Cl.[NH2:2][CH2:3][CH2:4][C:5]1[C:13]2[C:8](=[CH:9][CH:10]=[C:11]([O:14][CH3:15])[CH:12]=2)[NH:7][C:6]=1[C:16]([NH:18][CH3:19])=[O:17].O1CCCC1.[C:25](N1C=CN=C1)([N:27]1C=CN=[CH:28]1)=[O:26].CN. (3) Given the product [CH2:1]([O:3][C:4]([C@@H:6]1[CH2:8][C@H:7]1[CH:9]=[O:10])=[O:5])[CH3:2], predict the reactants needed to synthesize it. The reactants are: [CH2:1]([O:3][C:4]([C@@H:6]1[CH2:8][C@H:7]1[CH2:9][OH:10])=[O:5])[CH3:2].C(N(CC)CC)C.N1C=CC=CC=1.S(=O)(=O)=O. (4) Given the product [NH2:1][C:4]1[CH:11]=[CH:10][C:7]([CH2:8][Cl:9])=[CH:6][CH:5]=1, predict the reactants needed to synthesize it. The reactants are: [N+:1]([C:4]1[CH:11]=[CH:10][C:7]([CH2:8][Cl:9])=[CH:6][CH:5]=1)([O-])=O.O.[O-2].[O-2].[O-2].O=[Si]=O.O=[Si]=O.O=[Si]=O.O=[Si]=O.[Al+3].[Al+3].NN. (5) The reactants are: [SH:1][C:2]1[CH:7]=[CH:6][C:5]([B:8]([OH:10])[OH:9])=[CH:4][CH:3]=1.C(=O)([O-])[O-].[K+].[K+].Br[CH2:18][CH2:19][O:20][CH3:21]. Given the product [CH3:21][O:20][CH2:19][CH2:18][S:1][C:2]1[CH:7]=[CH:6][C:5]([B:8]([OH:10])[OH:9])=[CH:4][CH:3]=1, predict the reactants needed to synthesize it. (6) Given the product [C:26]([C@:10]1([CH2:9][OH:8])[O:14][C@@H:13]([N:15]2[C:24]3[N:23]=[C:22]([F:25])[N:21]=[C:19]([NH2:20])[C:18]=3[N:17]=[CH:16]2)[CH2:12][CH2:11]1)#[CH:27], predict the reactants needed to synthesize it. The reactants are: [Si]([O:8][CH2:9][C@@:10]1([C:26]#[C:27][Si](CC)(CC)CC)[O:14][C@@H:13]([N:15]2[C:24]3[N:23]=[C:22]([F:25])[N:21]=[C:19]([NH2:20])[C:18]=3[N:17]=[CH:16]2)[CH2:12][CH2:11]1)(C(C)(C)C)(C)C.[F-].C([N+](CCCC)(CCCC)CCCC)CCC.C(O)(=O)C. (7) Given the product [F:34][C:33]1[CH:32]=[C:31](/[CH:35]=[CH:36]/[C:37]([O:39][CH3:40])=[O:38])[CH:30]=[C:29]([F:41])[C:28]=1[CH:26]1[C:18]2[NH:19][C:20]3[C:25]([C:17]=2[CH2:16][C:15]([CH3:14])([CH3:42])[N:27]1[CH2:7][C@H:8]([CH3:11])[CH2:9][F:10])=[CH:24][CH:23]=[CH:22][CH:21]=3, predict the reactants needed to synthesize it. The reactants are: FC(F)(F)S(O[CH2:7][C@H:8]([CH3:11])[CH2:9][F:10])(=O)=O.[CH3:14][C:15]1([CH3:42])[NH:27][CH:26]([C:28]2[C:33]([F:34])=[CH:32][C:31](/[CH:35]=[CH:36]/[C:37]([O:39][CH3:40])=[O:38])=[CH:30][C:29]=2[F:41])[C:18]2[NH:19][C:20]3[C:25]([C:17]=2[CH2:16]1)=[CH:24][CH:23]=[CH:22][CH:21]=3.C(N(C(C)C)C(C)C)C. (8) Given the product [CH3:9][O:8][C:5]1[CH:6]=[CH:7][C:2](/[CH:10]=[CH:11]/[C:12]2[CH:17]=[CH:16][CH:15]=[CH:14][CH:13]=2)=[CH:3][CH:4]=1, predict the reactants needed to synthesize it. The reactants are: I[C:2]1[CH:7]=[CH:6][C:5]([O:8][CH3:9])=[CH:4][CH:3]=1.[CH2:10]=[CH:11][C:12]1[CH:17]=[CH:16][CH:15]=[CH:14][CH:13]=1.C(N(CC)CC)C.